Dataset: Catalyst prediction with 721,799 reactions and 888 catalyst types from USPTO. Task: Predict which catalyst facilitates the given reaction. (1) Reactant: C([O:3][C:4]([C:6]1([NH:16][C:17](=[O:30])[C:18]2[CH:23]=[CH:22][CH:21]=[C:20]([CH3:24])[C:19]=2[O:25][CH:26]2[CH2:29][CH2:28][CH2:27]2)[CH2:14][C:13]2[C:8](=[CH:9][CH:10]=[C:11]([Br:15])[CH:12]=2)[CH2:7]1)=[O:5])C.[OH-].[K+].O. Product: [Br:15][C:11]1[CH:12]=[C:13]2[C:8](=[CH:9][CH:10]=1)[CH2:7][C:6]([NH:16][C:17](=[O:30])[C:18]1[CH:23]=[CH:22][CH:21]=[C:20]([CH3:24])[C:19]=1[O:25][CH:26]1[CH2:27][CH2:28][CH2:29]1)([C:4]([OH:5])=[O:3])[CH2:14]2. The catalyst class is: 14. (2) Reactant: [C:1]1([CH3:13])[CH:6]=[CH:5][CH:4]=[CH:3][C:2]=1[C:7]1[N:11]=[C:10]([NH2:12])[NH:9][N:8]=1.[NH:14]1[C:18]2[CH:19]=[CH:20][C:21]([C:23](=O)[CH2:24][C:25](OCC)=[O:26])=[CH:22][C:17]=2[N:16]=[N:15]1.CC1C=CC(S(O)(=O)=O)=CC=1. Product: [NH:16]1[C:17]2[CH:22]=[C:21]([C:23]3[NH:12][C:10]4[N:9]([N:8]=[C:7]([C:2]5[CH:3]=[CH:4][CH:5]=[CH:6][C:1]=5[CH3:13])[N:11]=4)[C:25](=[O:26])[CH:24]=3)[CH:20]=[CH:19][C:18]=2[N:14]=[N:15]1. The catalyst class is: 114. (3) Reactant: [OH:1][CH2:2][C:3]1([CH2:15][OH:16])[CH2:8][O:7][CH:6]([C:9]2[CH:14]=[CH:13][CH:12]=[CH:11][CH:10]=2)[O:5][CH2:4]1.[H-].[Na+].CS(O[CH2:24][C:25]1[CH:30]=[CH:29][N:28]=[C:27]([C:31]([N:33]2[CH2:36][CH:35]([C:37]3[CH:42]=[CH:41][C:40]([O:43][CH2:44][C:45]4[CH:50]=[CH:49][C:48]([CH:51]5[CH2:53][CH2:52]5)=[CH:47][CH:46]=4)=[C:39]([O:54][CH3:55])[CH:38]=3)[CH2:34]2)=[O:32])[CH:26]=1)(=O)=O.O. Product: [CH:51]1([C:48]2[CH:49]=[CH:50][C:45]([CH2:44][O:43][C:40]3[CH:41]=[CH:42][C:37]([CH:35]4[CH2:34][N:33]([C:31]([C:27]5[CH:26]=[C:25]([CH2:24][O:16][CH2:15][C:3]6([CH2:2][OH:1])[CH2:4][O:5][CH:6]([C:9]7[CH:10]=[CH:11][CH:12]=[CH:13][CH:14]=7)[O:7][CH2:8]6)[CH:30]=[CH:29][N:28]=5)=[O:32])[CH2:36]4)=[CH:38][C:39]=3[O:54][CH3:55])=[CH:46][CH:47]=2)[CH2:53][CH2:52]1. The catalyst class is: 3. (4) Reactant: [NH:1](C(OC(C)(C)C)=O)[C@H:2]([C:12]([NH:14][C@H:15]([C:19]([O:21][CH2:22][CH:23]=[CH2:24])=[O:20])[CH:16]([CH3:18])[CH3:17])=[O:13])[CH2:3][CH2:4][C:5](=[O:11])[O:6][C:7]([CH3:10])([CH3:9])[CH3:8].C1(OC)C=CC=CC=1.[C:40]([OH:46])([C:42]([F:45])([F:44])[F:43])=[O:41]. Product: [NH2:1][C@H:2]([C:12]([NH:14][C@H:15]([C:19]([O:21][CH2:22][CH:23]=[CH2:24])=[O:20])[CH:16]([CH3:18])[CH3:17])=[O:13])[CH2:3][CH2:4][C:5](=[O:11])[O:6][C:7]([CH3:10])([CH3:8])[CH3:9].[F:43][C:42]([C:40]([OH:46])=[O:41])([F:45])[F:44]. The catalyst class is: 4. (5) Reactant: C[O:2][C:3](=[O:30])[C:4]([CH3:29])([CH3:28])[C@H:5]([NH:7][C:8]1[C:9]2[N:10]([CH:17]=[C:18]([C:20]3[CH:21]=[N:22][C:23]([O:26][CH3:27])=[CH:24][CH:25]=3)[CH:19]=2)[N:11]=[CH:12][C:13]=1[C:14](=[O:16])[NH2:15])[CH3:6].[OH-].[K+].Cl. Product: [C:14]([C:13]1[CH:12]=[N:11][N:10]2[CH:17]=[C:18]([C:20]3[CH:21]=[N:22][C:23]([O:26][CH3:27])=[CH:24][CH:25]=3)[CH:19]=[C:9]2[C:8]=1[NH:7][C@H:5]([CH3:6])[C:4]([CH3:29])([CH3:28])[C:3]([OH:30])=[O:2])(=[O:16])[NH2:15]. The catalyst class is: 24. (6) Reactant: [NH2:1][CH:2]1[CH2:7][CH2:6][N:5]([C:8]([O:10][C:11]([CH3:14])([CH3:13])[CH3:12])=[O:9])[CH2:4][CH2:3]1.Cl[C:16]([O:18][C:19]1[CH:24]=[CH:23][CH:22]=[CH:21][CH:20]=1)=[O:17].N1C=CC=CC=1. Product: [C:11]([O:10][C:8]([N:5]1[CH2:4][CH2:3][CH:2]([NH:1][C:16]([O:18][C:19]2[CH:24]=[CH:23][CH:22]=[CH:21][CH:20]=2)=[O:17])[CH2:7][CH2:6]1)=[O:9])([CH3:14])([CH3:13])[CH3:12]. The catalyst class is: 81.